This data is from NCI-60 drug combinations with 297,098 pairs across 59 cell lines. The task is: Regression. Given two drug SMILES strings and cell line genomic features, predict the synergy score measuring deviation from expected non-interaction effect. (1) Cell line: T-47D. Synergy scores: CSS=17.7, Synergy_ZIP=-2.96, Synergy_Bliss=-3.37, Synergy_Loewe=-17.3, Synergy_HSA=-5.02. Drug 1: C1CC2CC3=C(CC1C24CN(S(=O)(=O)N4)CC(F)(F)F)C=CC(=C3)C=CCN5CCC(CC5)C(F)(F)F. Drug 2: C1CNP(=O)(OC1)N(CCCl)CCCl. (2) Drug 1: CCC1(CC2CC(C3=C(CCN(C2)C1)C4=CC=CC=C4N3)(C5=C(C=C6C(=C5)C78CCN9C7C(C=CC9)(C(C(C8N6C)(C(=O)OC)O)OC(=O)C)CC)OC)C(=O)OC)O.OS(=O)(=O)O. Drug 2: C1=NC2=C(N1)C(=S)N=CN2. Cell line: OVCAR3. Synergy scores: CSS=49.7, Synergy_ZIP=-2.24, Synergy_Bliss=-6.34, Synergy_Loewe=-2.42, Synergy_HSA=-2.40. (3) Drug 1: CC(C1=C(C=CC(=C1Cl)F)Cl)OC2=C(N=CC(=C2)C3=CN(N=C3)C4CCNCC4)N. Drug 2: CC1=C(C=C(C=C1)NC2=NC=CC(=N2)N(C)C3=CC4=NN(C(=C4C=C3)C)C)S(=O)(=O)N.Cl. Cell line: SK-MEL-5. Synergy scores: CSS=5.31, Synergy_ZIP=5.74, Synergy_Bliss=14.3, Synergy_Loewe=8.00, Synergy_HSA=8.74. (4) Drug 1: CC1=C(C=C(C=C1)NC2=NC=CC(=N2)N(C)C3=CC4=NN(C(=C4C=C3)C)C)S(=O)(=O)N.Cl. Synergy scores: CSS=3.75, Synergy_ZIP=2.76, Synergy_Bliss=5.11, Synergy_Loewe=3.81, Synergy_HSA=3.35. Drug 2: C1CC(=O)NC(=O)C1N2C(=O)C3=CC=CC=C3C2=O. Cell line: SNB-19.